Dataset: TCR-epitope binding with 47,182 pairs between 192 epitopes and 23,139 TCRs. Task: Binary Classification. Given a T-cell receptor sequence (or CDR3 region) and an epitope sequence, predict whether binding occurs between them. (1) The epitope is RILGAGCFV. The TCR CDR3 sequence is CASSRRDFPTLYEQYF. Result: 0 (the TCR does not bind to the epitope). (2) The epitope is HTTDPSFLGRY. The TCR CDR3 sequence is CASSFTRQDSYEQYF. Result: 1 (the TCR binds to the epitope). (3) The epitope is PKYVKQNTLKLAT. The TCR CDR3 sequence is CASTSPGKPYEQYF. Result: 1 (the TCR binds to the epitope). (4) The TCR CDR3 sequence is CASSSPPDRVDGANVLTF. Result: 1 (the TCR binds to the epitope). The epitope is VVYRGTTTY. (5) The epitope is PKYVKQNTLKLAT. The TCR CDR3 sequence is CATSRDLMDRVSDTQYF. Result: 0 (the TCR does not bind to the epitope).